Task: Regression/Classification. Given a drug SMILES string, predict its absorption, distribution, metabolism, or excretion properties. Task type varies by dataset: regression for continuous measurements (e.g., permeability, clearance, half-life) or binary classification for categorical outcomes (e.g., BBB penetration, CYP inhibition). Dataset: hlm.. Dataset: Human liver microsome stability data The compound is CCOc1ccc(-c2nnc([C@H]3C[C@H](NC(=O)c4ccnc5cccnc45)C3)n2-c2ccccc2F)nc1. The result is 0 (unstable in human liver microsomes).